From a dataset of Forward reaction prediction with 1.9M reactions from USPTO patents (1976-2016). Predict the product of the given reaction. (1) Given the reactants [OH:1][CH:2]([CH2:5][OH:6])[CH2:3][NH2:4].[C:7]([C:9]1[C:17]2[C:12](=[CH:13][CH:14]=[C:15]([CH2:18][CH2:19][NH:20][C:21](=[O:35])[C:22]3[CH:27]=[CH:26][C:25]([C:28]4[CH:33]=[CH:32][N:31]=[C:30](Cl)[N:29]=4)=[CH:24][CH:23]=3)[CH:16]=2)[NH:11][CH:10]=1)#[N:8], predict the reaction product. The product is: [C:7]([C:9]1[C:17]2[C:12](=[CH:13][CH:14]=[C:15]([CH2:18][CH2:19][NH:20][C:21](=[O:35])[C:22]3[CH:27]=[CH:26][C:25]([C:28]4[CH:33]=[CH:32][N:31]=[C:30]([NH:4][CH2:3][CH:2]([OH:1])[CH2:5][OH:6])[N:29]=4)=[CH:24][CH:23]=3)[CH:16]=2)[NH:11][CH:10]=1)#[N:8]. (2) Given the reactants C(OC(=O)[NH:7][CH:8]1[CH2:15][CH2:14][CH2:13][C:10]2([CH2:12][CH2:11]2)[CH2:9]1)(C)(C)C.[ClH:17], predict the reaction product. The product is: [ClH:17].[CH2:11]1[C:10]2([CH2:13][CH2:14][CH2:15][CH:8]([NH2:7])[CH2:9]2)[CH2:12]1. (3) Given the reactants [S:1]1[C:9]2[N:4]([C:5](=[O:11])[NH:6][C:7](=[O:10])[CH:8]=2)[CH:3]=[CH:2]1.C(=O)([O-])[O-].[Cs+].[Cs+].[Cl:18][C:19]1[CH:20]=[C:21]([CH:24]=[CH:25][C:26]=1[Cl:27])[CH2:22]Cl, predict the reaction product. The product is: [Cl:18][C:19]1[CH:20]=[C:21]([CH:24]=[CH:25][C:26]=1[Cl:27])[CH2:22][N:6]1[C:7](=[O:10])[CH:8]=[C:9]2[S:1][CH:2]=[CH:3][N:4]2[C:5]1=[O:11]. (4) Given the reactants [C:1]1([N:7]2[CH2:12][CH2:11][CH2:10][C@H:9]([NH:13]C(=O)OC(C)(C)C)[CH2:8]2)[CH:6]=[CH:5][CH:4]=[CH:3][CH:2]=1.[ClH:21], predict the reaction product. The product is: [ClH:21].[ClH:21].[C:1]1([N:7]2[CH2:12][CH2:11][CH2:10][C@H:9]([NH2:13])[CH2:8]2)[CH:6]=[CH:5][CH:4]=[CH:3][CH:2]=1. (5) Given the reactants [CH3:1][O:2][C:3]1[CH:8]=[CH:7][C:6](/[CH:9]=[CH:10]/[C:11](OCC)=[O:12])=[C:5]([N+:16]([O-])=O)[CH:4]=1, predict the reaction product. The product is: [CH3:1][O:2][C:3]1[CH:4]=[C:5]2[C:6]([CH:9]=[CH:10][C:11](=[O:12])[NH:16]2)=[CH:7][CH:8]=1. (6) Given the reactants [CH:1]1([CH2:7][N:8]2[C:12]([C:13]3[CH:18]=[C:17]([C:19]([CH3:22])([CH3:21])[CH3:20])[CH:16]=[C:15]([C:23]([CH3:26])([CH3:25])[CH3:24])[CH:14]=3)=[CH:11][C:10]([S:27]([NH2:30])(=[O:29])=[O:28])=[C:9]2[CH3:31])[CH2:6][CH2:5][CH2:4][CH2:3][CH2:2]1.[H-].[Na+].Br[CH2:35][C:36]([O:38][CH2:39][CH3:40])=[O:37].O, predict the reaction product. The product is: [CH:1]1([CH2:7][N:8]2[C:12]([C:13]3[CH:18]=[C:17]([C:19]([CH3:22])([CH3:20])[CH3:21])[CH:16]=[C:15]([C:23]([CH3:24])([CH3:25])[CH3:26])[CH:14]=3)=[CH:11][C:10]([S:27]([NH:30][CH2:35][C:36]([O:38][CH2:39][CH3:40])=[O:37])(=[O:29])=[O:28])=[C:9]2[CH3:31])[CH2:2][CH2:3][CH2:4][CH2:5][CH2:6]1. (7) The product is: [Br:1][C:2]1[C:3]([NH2:13])=[N:4][CH:5]=[C:6]([CH:8]2[CH2:12][CH2:11][N:10]([S:24]([CH3:23])(=[O:26])=[O:25])[CH2:9]2)[CH:7]=1. Given the reactants [Br:1][C:2]1[C:3]([NH2:13])=[N:4][CH:5]=[C:6]([CH:8]2[CH2:12][CH2:11][NH:10][CH2:9]2)[CH:7]=1.CCN(C(C)C)C(C)C.[CH3:23][S:24](Cl)(=[O:26])=[O:25], predict the reaction product.